From a dataset of Reaction yield outcomes from USPTO patents with 853,638 reactions. Predict the reaction yield, written as a fraction of the theoretical maximum amount of product (1.0 means a 100% yield; for example, 0.34 means a 34% yield). (1) The reactants are [C:1]([OH:10])(=[O:9])[C:2]1[C:3](=[CH:5][CH:6]=[CH:7][CH:8]=1)[OH:4].O1[B:16]([C@@H:17]([NH:22][C:23](=[O:36])[CH2:24][NH:25][C:26](=[O:35])[C:27]2[CH:32]=[C:31]([Cl:33])[CH:30]=[CH:29][C:28]=2[Cl:34])[CH2:18][CH:19]([CH3:21])[CH3:20])O[B:16]([C@@H:17]([NH:22][C:23](=[O:36])[CH2:24][NH:25][C:26](=[O:35])[C:27]2[CH:32]=[C:31]([Cl:33])[CH:30]=[CH:29][C:28]=2[Cl:34])[CH2:18][CH:19]([CH3:21])[CH3:20])O[B:16]1[C@@H:17]([NH:22][C:23](=[O:36])[CH2:24][NH:25][C:26](=[O:35])[C:27]1[CH:32]=[C:31]([Cl:33])[CH:30]=[CH:29][C:28]=1[Cl:34])[CH2:18][CH:19]([CH3:21])[CH3:20]. The catalyst is CCOC(C)=O. The product is [Cl:34][C:28]1[CH:29]=[CH:30][C:31]([Cl:33])=[CH:32][C:27]=1[C:26]([NH:25][CH2:24][C:23]([NH:22][C@H:17]([B:16]1[O:9][C:1](=[O:10])[C:2]2[CH:8]=[CH:7][CH:6]=[CH:5][C:3]=2[O:4]1)[CH2:18][CH:19]([CH3:21])[CH3:20])=[O:36])=[O:35]. The yield is 0.780. (2) The reactants are [Cl:1][C:2]1[C:3]([OH:11])=[C:4]([CH:7]=[C:8]([Cl:10])[CH:9]=1)[CH:5]=[O:6].[CH3:12]N(C)C=O.C(=O)([O-])[O-].[K+].[K+].CI. The catalyst is O.C(OCC)(=O)C. The product is [Cl:1][C:2]1[C:3]([O:11][CH3:12])=[C:4]([CH:7]=[C:8]([Cl:10])[CH:9]=1)[CH:5]=[O:6]. The yield is 0.420. (3) The reactants are [CH2:1]([O:4][C:5]1([CH3:34])[CH2:10][CH2:9][N:8]([C:11]2[C:12]3[N:13]([N:28]=[C:29]([C:31]([OH:33])=O)[CH:30]=3)[CH:14]=[C:15]([CH3:27])[C:16]=2[C@H:17]([O:22][C:23]([CH3:26])([CH3:25])[CH3:24])[C:18]([O:20][CH3:21])=[O:19])[CH2:7][CH2:6]1)[CH:2]=[CH2:3].C(Cl)(=O)C(Cl)=O.[NH2:41][CH2:42][CH:43]([OH:59])[CH2:44][C:45]1[CH:50]=[CH:49][CH:48]=[CH:47][C:46]=1[O:51][Si](C(C)(C)C)(C)C.Cl.CCN(C(C)C)C(C)C.CCCC[N+](CCCC)(CCCC)CCCC.[F-]. The catalyst is C(Cl)Cl.CN(C=O)C.C1COCC1.O. The product is [CH2:1]([O:4][C:5]1([CH3:34])[CH2:6][CH2:7][N:8]([C:11]2[C:12]3[N:13]([N:28]=[C:29]([C:31](=[O:33])[NH:41][CH2:42][CH:43]([OH:59])[CH2:44][C:45]4[CH:50]=[CH:49][CH:48]=[CH:47][C:46]=4[OH:51])[CH:30]=3)[CH:14]=[C:15]([CH3:27])[C:16]=2[C@H:17]([O:22][C:23]([CH3:26])([CH3:25])[CH3:24])[C:18]([O:20][CH3:21])=[O:19])[CH2:9][CH2:10]1)[CH:2]=[CH2:3]. The yield is 0.507.